Dataset: Full USPTO retrosynthesis dataset with 1.9M reactions from patents (1976-2016). Task: Predict the reactants needed to synthesize the given product. (1) Given the product [Br:19][C:20]1[CH:25]=[N:24][C:23]2[C:26]3[C:27]([F:36])=[CH:28][C:29]([S:32]([CH3:35])(=[O:34])=[O:33])=[CH:30][C:31]=3[NH:37][C:22]=2[CH:21]=1, predict the reactants needed to synthesize it. The reactants are: BrC1C=NC2C3C=CC(C(OC)=O)=CC=3NC=2C=1.[Br:19][C:20]1[CH:21]=[C:22]([N+:37]([O-])=O)[C:23]([C:26]2[CH:31]=[CH:30][C:29]([S:32]([CH3:35])(=[O:34])=[O:33])=[CH:28][C:27]=2[F:36])=[N:24][CH:25]=1. (2) Given the product [CH3:9][C:10]1[N:15]=[C:14]([N:16]2[CH2:21][CH2:20][C:19]3([O:24][N:23]=[C:13]([C:12]#[C:8][C:4]4[CH:5]=[CH:6][CH:7]=[CH:2][N:3]=4)[CH2:22]3)[CH2:18][CH2:17]2)[C:13]([N+:23]([O-:25])=[O:24])=[CH:12][CH:11]=1, predict the reactants needed to synthesize it. The reactants are: Br[C:2]1[CH:7]=[CH:6][CH:5]=[C:4]([CH3:8])[N:3]=1.[CH3:9][C:10]1[N:15]=[C:14]([N:16]2[CH2:21][CH2:20][C:19](=[CH2:22])[CH2:18][CH2:17]2)[C:13]([N+:23]([O-:25])=[O:24])=[CH:12][CH:11]=1. (3) Given the product [NH2:15][C:3]1[C:4]([NH:13][CH3:14])=[C:5]([C:8]([O:10][CH2:11][CH3:12])=[O:9])[CH:6]=[N:7][C:2]=1[Cl:1], predict the reactants needed to synthesize it. The reactants are: [Cl:1][C:2]1[N:7]=[CH:6][C:5]([C:8]([O:10][CH2:11][CH3:12])=[O:9])=[C:4]([NH:13][CH3:14])[C:3]=1[N+:15]([O-])=O.C(O)C. (4) Given the product [CH2:21]([NH:18][CH2:2][C@H:3]1[CH2:8][C@H:7]2[C@H:5]([CH2:6]2)[N:4]1[C:9]([O:11][C:12]([CH3:15])([CH3:14])[CH3:13])=[O:10])[C:22]1[CH:28]=[CH:27][CH:26]=[CH:25][CH:24]=1, predict the reactants needed to synthesize it. The reactants are: O[CH2:2][C@H:3]1[CH2:8][C@H:7]2[C@H:5]([CH2:6]2)[N:4]1[C:9]([O:11][C:12]([CH3:15])([CH3:14])[CH3:13])=[O:10].C([N:18]([CH2:21][CH3:22])CC)C.N1[CH:28]=[CH:27][CH:26]=[CH:25][CH:24]=1.S(=O)(=O)=O.Cl. (5) The reactants are: [Cl:1][C:2]1[CH:10]=[CH:9][C:8]([C:11]2[N:12]([C:22]([O:24][C:25]([CH3:28])([CH3:27])[CH3:26])=[O:23])[C:13]3[C:18]([CH:19]=2)=[CH:17][C:16]([CH:20]=O)=[CH:15][CH:14]=3)=[C:7]2[C:3]=1[CH2:4][NH:5][C:6]2=[O:29].[NH2:30][CH2:31][CH2:32][C:33]1[CH:38]=[CH:37][N:36]=[CH:35][CH:34]=1.C(O[BH-](OC(=O)C)OC(=O)C)(=O)C.[Na+]. Given the product [Cl:1][C:2]1[CH:10]=[CH:9][C:8]([C:11]2[N:12]([C:22]([O:24][C:25]([CH3:26])([CH3:27])[CH3:28])=[O:23])[C:13]3[C:18]([CH:19]=2)=[CH:17][C:16]([CH2:20][NH:30][CH2:31][CH2:32][C:33]2[CH:38]=[CH:37][N:36]=[CH:35][CH:34]=2)=[CH:15][CH:14]=3)=[C:7]2[C:3]=1[CH2:4][NH:5][C:6]2=[O:29], predict the reactants needed to synthesize it.